From a dataset of CYP2C9 inhibition data for predicting drug metabolism from PubChem BioAssay. Regression/Classification. Given a drug SMILES string, predict its absorption, distribution, metabolism, or excretion properties. Task type varies by dataset: regression for continuous measurements (e.g., permeability, clearance, half-life) or binary classification for categorical outcomes (e.g., BBB penetration, CYP inhibition). Dataset: cyp2c9_veith. (1) The molecule is CC1Cc2ccccc2N1Cc1nc2cc(C(F)(F)F)ccc2c(=O)[nH]1. The result is 1 (inhibitor). (2) The drug is O=c1cc(-c2ccccc2)oc2cc(O)c(O)c(O)c12. The result is 0 (non-inhibitor). (3) The compound is Cc1nn(CC(O)COc2ccc3c(c2)CCC3)c(C)c1Br. The result is 0 (non-inhibitor). (4) The molecule is CN1/C(=C\C(=O)COC(=O)Cn2nnc(-c3ccccc3)n2)C(C)(C)c2ccccc21. The result is 1 (inhibitor). (5) The molecule is NC(=O)Cn1c(=O)n(Cc2ccco2)c(=O)c2c3c(sc21)CCCCC3. The result is 1 (inhibitor). (6) The compound is CCOC(=O)c1ncn2c1[C@H]1CCCN1C(=O)c1cc(OC)ccc1-2. The result is 0 (non-inhibitor). (7) The molecule is Cc1cnc(CNc2ncnc3ccc(-c4ccoc4)cc23)cn1. The result is 0 (non-inhibitor). (8) The drug is O=C(Oc1ccccc1)N1CCC2(CCCN(c3ccc(-c4ccccc4)cc3)C2)CC1. The result is 0 (non-inhibitor).